Dataset: Peptide-MHC class I binding affinity with 185,985 pairs from IEDB/IMGT. Task: Regression. Given a peptide amino acid sequence and an MHC pseudo amino acid sequence, predict their binding affinity value. This is MHC class I binding data. The peptide sequence is GEIGIRNWL. The MHC is HLA-A69:01 with pseudo-sequence HLA-A69:01. The binding affinity (normalized) is 0.0847.